This data is from Catalyst prediction with 721,799 reactions and 888 catalyst types from USPTO. The task is: Predict which catalyst facilitates the given reaction. Reactant: C([N:8]1[C@@H:13]2[C@H:14]([C:16]3[NH:20][N:19]([CH3:21])[NH:18][N:17]=3)[CH2:15][C@@:9]1([C:41]1[CH:46]=[CH:45][CH:44]=[CH:43][CH:42]=1)[C@H:10]([O:22][C@H:23]([C:27]1[CH:32]=[C:31]([C:33]([F:36])([F:35])[F:34])[CH:30]=[C:29]([C:37]([F:40])([F:39])[F:38])[CH:28]=1)[CH2:24][O:25][CH3:26])[CH2:11][CH2:12]2)C1C=CC=CC=1. Product: [F:35][C:33]([F:34])([F:36])[C:31]1[CH:32]=[C:27]([C@@H:23]([O:22][C@@H:10]2[CH2:11][CH2:12][C@@H:13]3[NH:8][C@@:9]2([C:41]2[CH:46]=[CH:45][CH:44]=[CH:43][CH:42]=2)[CH2:15][C@H:14]3[C:16]2[NH:20][N:19]([CH3:21])[NH:18][N:17]=2)[CH2:24][O:25][CH3:26])[CH:28]=[C:29]([C:37]([F:38])([F:40])[F:39])[CH:30]=1. The catalyst class is: 331.